From a dataset of Forward reaction prediction with 1.9M reactions from USPTO patents (1976-2016). Predict the product of the given reaction. (1) Given the reactants CC([N:5]([C@@:9]([CH3:33])([C:12]([NH:14][C:15]1[CH:16]=[N:17][C:18]([O:21][C:22]2[C:27]3[C:28]4([CH2:31][O:32][C:26]=3[CH:25]=[CH:24][CH:23]=2)[CH2:30][CH2:29]4)=[CH:19][CH:20]=1)=[O:13])[CH2:10][CH3:11])C(=O)[O-])(C)C.C(O)(C(F)(F)F)=O.C1(C)C=CC=CC=1, predict the reaction product. The product is: [C:28]12([C:27]3[C:22]([O:21][C:18]4[N:17]=[CH:16][C:15]([NH:14][C:12](=[O:13])[C@:9]([CH3:33])([CH2:10][CH3:11])[NH2:5])=[CH:20][CH:19]=4)=[CH:23][CH:24]=[CH:25][C:26]=3[O:32][CH2:31]1)[CH2:29][CH2:30]2. (2) Given the reactants [OH:1][CH2:2][C@@H:3]([C@H:5]([C@@H:7]([C@@H:9]([CH2:11][OH:12])[OH:10])[OH:8])[OH:6])[OH:4].[CH:13](=O)[C:14]1[CH:19]=[CH:18][CH:17]=[CH:16][CH:15]=1, predict the reaction product. The product is: [CH:17]1[CH:18]=[CH:19][C:14]([CH:13]2[O:6][C@H:5]([C@H:3]([OH:4])[CH2:2][OH:1])[C@H:7]([OH:8])[C@H:9]([CH2:11][OH:12])[O:10]2)=[CH:15][CH:16]=1.